This data is from Peptide-MHC class I binding affinity with 185,985 pairs from IEDB/IMGT. The task is: Regression. Given a peptide amino acid sequence and an MHC pseudo amino acid sequence, predict their binding affinity value. This is MHC class I binding data. (1) The peptide sequence is KGMKIQHFK. The MHC is HLA-A02:11 with pseudo-sequence HLA-A02:11. The binding affinity (normalized) is 0.0847. (2) The peptide sequence is IEELRQHLL. The binding affinity (normalized) is 0. The MHC is HLA-A31:01 with pseudo-sequence HLA-A31:01.